Task: Predict the reactants needed to synthesize the given product.. Dataset: Full USPTO retrosynthesis dataset with 1.9M reactions from patents (1976-2016) (1) Given the product [F:27][C:26]1[CH:25]=[CH:24][CH:23]=[C:22]([F:28])[C:21]=1[N:16]1[C:10]2[N:11]=[C:12]([S:14][CH3:15])[N:13]=[C:8]([C:6]3[CH:7]=[C:2]([NH:1][C:35]([C:32]4[CH:33]=[CH:34][S:30][CH:31]=4)=[O:36])[CH:3]=[CH:4][C:5]=3[CH3:29])[C:9]=2[CH2:19][NH:18][C:17]1=[O:20], predict the reactants needed to synthesize it. The reactants are: [NH2:1][C:2]1[CH:3]=[CH:4][C:5]([CH3:29])=[C:6]([C:8]2[N:13]=[C:12]([S:14][CH3:15])[N:11]=[C:10]3[N:16]([C:21]4[C:26]([F:27])=[CH:25][CH:24]=[CH:23][C:22]=4[F:28])[C:17](=[O:20])[NH:18][CH2:19][C:9]=23)[CH:7]=1.[S:30]1[CH:34]=[CH:33][C:32]([C:35](O)=[O:36])=[CH:31]1.Cl.CN(C)CCCN=C=NCC.C(N(CC)CC)C. (2) Given the product [CH3:10][O:9][C:7]1[CH:6]=[C:5]([C:11]2[C:22](=[O:29])[N:21]([CH2:27][CH3:28])[C:14]3[N:15]=[C:16]([S:19][CH3:20])[N:17]=[CH:18][C:13]=3[CH:12]=2)[CH:4]=[C:3]([O:2][CH3:1])[CH:8]=1, predict the reactants needed to synthesize it. The reactants are: [CH3:1][O:2][C:3]1[CH:4]=[C:5]([C:11]2[C:22](=NC(=O)C)[N:21]([CH2:27][CH3:28])[C:14]3[N:15]=[C:16]([S:19][CH3:20])[N:17]=[CH:18][C:13]=3[CH:12]=2)[CH:6]=[C:7]([O:9][CH3:10])[CH:8]=1.[O:29]1CCOCC1.OS(O)(=O)=O. (3) Given the product [ClH:37].[C:1]([C:5]1[CH:6]=[CH:7][C:8]([O:35][CH3:36])=[C:9]([NH:11][C:12](=[O:34])[C:13]([C:15]2[C:24]3[C:19](=[CH:20][CH:21]=[CH:22][CH:23]=3)[C:18]([O:25][CH2:26][CH2:27][N:28]3[CH2:29][CH2:30][O:31][CH2:32][CH2:33]3)=[CH:17][CH:16]=2)=[O:14])[CH:10]=1)([CH3:4])([CH3:2])[CH3:3], predict the reactants needed to synthesize it. The reactants are: [C:1]([C:5]1[CH:6]=[CH:7][C:8]([O:35][CH3:36])=[C:9]([NH:11][C:12](=[O:34])[C:13]([C:15]2[C:24]3[C:19](=[CH:20][CH:21]=[CH:22][CH:23]=3)[C:18]([O:25][CH2:26][CH2:27][N:28]3[CH2:33][CH2:32][O:31][CH2:30][CH2:29]3)=[CH:17][CH:16]=2)=[O:14])[CH:10]=1)([CH3:4])([CH3:3])[CH3:2].[ClH:37]. (4) Given the product [CH3:1][O:2][C:3]1[C:4]([NH:15][C:16]([N:33]2[CH2:32][CH2:31][N:30]([C:27]3[CH:26]=[CH:25][C:24]([C:21](=[O:23])[CH3:22])=[CH:29][CH:28]=3)[CH2:35][CH2:34]2)=[O:20])=[N:5][C:6]2[C:11]([N:12]=1)=[CH:10][C:9]([O:13][CH3:14])=[CH:8][CH:7]=2, predict the reactants needed to synthesize it. The reactants are: [CH3:1][O:2][C:3]1[C:4]([NH:15][C:16](=[O:20])OCC)=[N:5][C:6]2[C:11]([N:12]=1)=[CH:10][C:9]([O:13][CH3:14])=[CH:8][CH:7]=2.[C:21]([C:24]1[CH:29]=[CH:28][C:27]([N:30]2[CH2:35][CH2:34][NH:33][CH2:32][CH2:31]2)=[CH:26][CH:25]=1)(=[O:23])[CH3:22]. (5) Given the product [Cl:21][C:5]1[CH:6]=[C:7]([C:10](=[O:20])[CH2:11][CH2:12][C:13]2[CH:18]=[CH:17][CH:16]=[C:15]([OH:19])[CH:14]=2)[CH:8]=[CH:9][C:4]=1[C:3]([O:2][CH3:1])=[O:22].[Cl:21][C:5]1[CH:6]=[C:7]([CH:10]([OH:20])[CH2:11][CH2:12][C:13]2[CH:18]=[CH:17][CH:16]=[C:15]([OH:19])[CH:14]=2)[CH:8]=[CH:9][C:4]=1[C:3]([O:2][CH3:1])=[O:22], predict the reactants needed to synthesize it. The reactants are: [CH3:1][O:2][C:3](=[O:22])[C:4]1[CH:9]=[CH:8][C:7]([C:10](=[O:20])/[CH:11]=[CH:12]/[C:13]2[CH:18]=[CH:17][CH:16]=[C:15]([OH:19])[CH:14]=2)=[CH:6][C:5]=1[Cl:21]. (6) Given the product [CH:12]([C:15]1[CH:20]=[CH:19][CH:18]=[CH:17][C:16]=1[C:2]1[CH:3]=[C:4]2[C:8](=[CH:9][CH:10]=1)[C@@H:7]([OH:11])[CH2:6][CH2:5]2)([CH3:14])[CH3:13], predict the reactants needed to synthesize it. The reactants are: Br[C:2]1[CH:3]=[C:4]2[C:8](=[CH:9][CH:10]=1)[C@@H:7]([OH:11])[CH2:6][CH2:5]2.[CH:12]([C:15]1[CH:20]=[CH:19][CH:18]=[CH:17][C:16]=1B(O)O)([CH3:14])[CH3:13]. (7) Given the product [Cl:16][C:17]1[C:25]([Cl:26])=[C:24]([CH3:1])[CH:23]=[CH:22][C:18]=1[C:19]([OH:21])=[O:20], predict the reactants needed to synthesize it. The reactants are: [CH2:1]([Li])CCC.CC1(C)CCCC(C)(C)N1.[Cl:16][C:17]1[C:25]([Cl:26])=[CH:24][CH:23]=[CH:22][C:18]=1[C:19]([OH:21])=[O:20].IC.